Dataset: Forward reaction prediction with 1.9M reactions from USPTO patents (1976-2016). Task: Predict the product of the given reaction. (1) Given the reactants [F:1][C:2]([F:7])([F:6])[C:3]([OH:5])=[O:4].[F:8][C:9]([F:14])([F:13])[C:10]([OH:12])=[O:11].FC(F)(F)C(O)=O.[Cl:22][C:23]1[CH:24]=[N:25][C:26]2[NH:27][C:28]3[CH:29]=[N:30][CH:31]=[C:32]([CH:54]=3)[CH2:33][CH2:34][C:35]3[CH:43]=[C:39]([NH:40][C:41]=1[N:42]=2)[CH:38]=[CH:37][C:36]=3[NH:44][C:45](=[O:53])[CH2:46][CH:47]1[CH2:52][CH2:51][NH:50][CH2:49][CH2:48]1.[CH3:55][C:56]1[CH:61]=[CH:60][CH:59]=[CH:58][C:57]=1[S:62](Cl)(=[O:64])=[O:63], predict the reaction product. The product is: [F:1][C:2]([F:7])([F:6])[C:3]([OH:5])=[O:4].[F:8][C:9]([F:14])([F:13])[C:10]([OH:12])=[O:11].[Cl:22][C:23]1[CH:24]=[N:25][C:26]2[NH:27][C:28]3[CH:29]=[N:30][CH:31]=[C:32]([CH:54]=3)[CH2:33][CH2:34][C:35]3[CH:43]=[C:39]([NH:40][C:41]=1[N:42]=2)[CH:38]=[CH:37][C:36]=3[NH:44][C:45](=[O:53])[CH2:46][CH:47]1[CH2:52][CH2:51][N:50]([S:62]([C:57]2[CH:58]=[CH:59][CH:60]=[CH:61][C:56]=2[CH3:55])(=[O:64])=[O:63])[CH2:49][CH2:48]1. (2) Given the reactants [CH2:1]([O:8][C:9]1[CH:10]=[C:11]([C:26]2[O:30][N:29]=[C:28]([C:31]3[CH:36]=[CH:35][N:34]=[CH:33][CH:32]=3)[N:27]=2)[CH:12]=[C:13]([N+:23]([O-:25])=[O:24])[C:14]=1[O:15][CH2:16][C:17]1[CH:22]=[CH:21][CH:20]=[CH:19][CH:18]=1)[C:2]1[CH:7]=[CH:6][CH:5]=[CH:4][CH:3]=1.ClC1C=C(C=CC=1)C(OO)=[O:42].O.C(OCC)C, predict the reaction product. The product is: [CH2:1]([O:8][C:9]1[CH:10]=[C:11]([C:26]2[O:30][N:29]=[C:28]([C:31]3[CH:32]=[CH:33][N+:34]([O-:42])=[CH:35][CH:36]=3)[N:27]=2)[CH:12]=[C:13]([N+:23]([O-:25])=[O:24])[C:14]=1[O:15][CH2:16][C:17]1[CH:18]=[CH:19][CH:20]=[CH:21][CH:22]=1)[C:2]1[CH:7]=[CH:6][CH:5]=[CH:4][CH:3]=1. (3) Given the reactants [NH2:1][C:2]1[CH:7]=[CH:6][C:5]([CH3:8])=[CH:4][CH:3]=1.[C:9]([C:13]1[CH:18]=[CH:17][C:16]([S:19](Cl)(=[O:21])=[O:20])=[CH:15][CH:14]=1)([CH3:12])([CH3:11])[CH3:10], predict the reaction product. The product is: [C:9]([C:13]1[CH:18]=[CH:17][C:16]([S:19]([NH:1][C:2]2[CH:7]=[CH:6][C:5]([CH3:8])=[CH:4][CH:3]=2)(=[O:21])=[O:20])=[CH:15][CH:14]=1)([CH3:12])([CH3:10])[CH3:11]. (4) Given the reactants C(O[BH-](OC(=O)C)OC(=O)C)(=O)C.C[N+](C)(C)C.[CH3:19][C@@H:20]([C:36](=[O:43])[C@@H:37]([CH3:42])[C@H:38]([OH:41])[CH2:39][CH3:40])[C:21]([N:23]1[C@@H:27]([CH2:28][C:29]2[CH:34]=[CH:33][CH:32]=[CH:31][CH:30]=2)[CH2:26][O:25][C:24]1=[O:35])=[O:22].C(C(C(C([O-])=O)O)O)([O-])=O.[Na+].[Na+], predict the reaction product. The product is: [CH3:19][C@@H:20]([C@@H:36]([OH:43])[C@@H:37]([CH3:42])[C@H:38]([OH:41])[CH2:39][CH3:40])[C:21]([N:23]1[C@@H:27]([CH2:28][C:29]2[CH:30]=[CH:31][CH:32]=[CH:33][CH:34]=2)[CH2:26][O:25][C:24]1=[O:35])=[O:22]. (5) Given the reactants [CH2:1]([O:3][C:4]1[CH:5]=[C:6]([CH2:21]O)[CH:7]=[C:8]([O:10][C:11]2[CH:16]=[CH:15][C:14]([C:17]([F:20])([F:19])[F:18])=[CH:13][N:12]=2)[CH:9]=1)[CH3:2].S(Cl)([Cl:25])=O, predict the reaction product. The product is: [Cl:25][CH2:21][C:6]1[CH:7]=[C:8]([CH:9]=[C:4]([O:3][CH2:1][CH3:2])[CH:5]=1)[O:10][C:11]1[CH:16]=[CH:15][C:14]([C:17]([F:20])([F:19])[F:18])=[CH:13][N:12]=1. (6) Given the reactants [F:1][C:2]1[CH:7]=[CH:6][C:5]([S:8][CH2:9][CH2:10][CH2:11][C:12]([OH:14])=O)=[CH:4][CH:3]=1.[Cl:15][C:16]1[C:24]([Cl:25])=[CH:23][CH:22]=[CH:21][C:17]=1[CH2:18][NH:19][CH3:20], predict the reaction product. The product is: [Cl:15][C:16]1[C:24]([Cl:25])=[CH:23][CH:22]=[CH:21][C:17]=1[CH2:18][N:19]([CH3:20])[C:12](=[O:14])[CH2:11][CH2:10][CH2:9][S:8][C:5]1[CH:4]=[CH:3][C:2]([F:1])=[CH:7][CH:6]=1. (7) Given the reactants [Br:1][C:2]1[CH:3]=[C:4]2[C:14](=[CH:15][CH:16]=1)[O:13][C:7]1[CH:8]=[N:9][C:10]([Cl:12])=[CH:11][C:6]=1/[C:5]/2=[N:17]\[S@:18]([C:20]([CH3:23])([CH3:22])[CH3:21])=[O:19].[Cl-].[C:25]([O:29][C:30](=[O:33])[CH2:31][Zn+])([CH3:28])([CH3:27])[CH3:26].[NH4+].[Cl-], predict the reaction product. The product is: [Br:1][C:2]1[CH:3]=[C:4]2[C:14](=[CH:15][CH:16]=1)[O:13][C:7]1[CH:8]=[N:9][C:10]([Cl:12])=[CH:11][C:6]=1[C@@:5]2([CH2:31][C:30]([O:29][C:25]([CH3:28])([CH3:27])[CH3:26])=[O:33])[NH:17][S@:18]([C:20]([CH3:23])([CH3:22])[CH3:21])=[O:19].[Br:1][C:2]1[CH:3]=[C:4]2[C:14](=[CH:15][CH:16]=1)[O:13][C:7]1[CH:8]=[N:9][C:10]([Cl:12])=[CH:11][C:6]=1[C@:5]2([CH2:31][C:30]([O:29][C:25]([CH3:28])([CH3:27])[CH3:26])=[O:33])[NH:17][S@:18]([C:20]([CH3:23])([CH3:22])[CH3:21])=[O:19]. (8) Given the reactants CC(C)([O-])C.[K+].[Br:7][C:8]1[C:9]([F:33])=[CH:10][C:11]([CH3:32])=[C:12]([CH2:14][C:15]([NH:17][C:18]2([C:28](OC)=[O:29])[CH2:23][CH2:22][CH:21]([C:24]([F:27])([F:26])[F:25])[CH2:20][CH2:19]2)=[O:16])[CH:13]=1.Cl, predict the reaction product. The product is: [Br:7][C:8]1[C:9]([F:33])=[CH:10][C:11]([CH3:32])=[C:12]([C:14]2[C:15](=[O:16])[NH:17][C:18]3([CH2:23][CH2:22][CH:21]([C:24]([F:25])([F:27])[F:26])[CH2:20][CH2:19]3)[C:28]=2[OH:29])[CH:13]=1. (9) The product is: [O:14]=[CH:13][C@H:12]([C@H:11]([C@H:10]([CH2:9][OH:8])[OH:15])[OH:16])[OH:35]. Given the reactants C([O:8][CH2:9][C@@H:10]1[O:15][CH:13]([OH:14])[CH2:12][C@H:11]1[OH:16])C1C=CC=CC=1.[H-].C([Al+]CC(C)C)C(C)C.C1(C)C=CC=CC=1.C[O:35]CCOC, predict the reaction product.